From a dataset of Drug-target binding data from BindingDB using IC50 measurements. Regression. Given a target protein amino acid sequence and a drug SMILES string, predict the binding affinity score between them. We predict pIC50 (pIC50 = -log10(IC50 in M); higher means more potent). Dataset: bindingdb_ic50. (1) The small molecule is COc1cc(NC(=O)C(C)n2ncc3c(=O)oc4ccccc4c32)ccc1Cl. The target protein (Q8T6T2) has sequence MGTKNIGKGLTFEDILLVPNYSEVLPREVSLETKLTKNVSLKIPLISSAMDTVTEHLMAVGMARLGGIGIIHKNMDMESQVNEVLKVKNWISNLEKNESTPDQNLDKESTDGKDTKSNNNIDAYSNENLDNKGRLRVGAAIGVNEIERAKLLVEAGVDVIVLDSAHGHSLNIIRTLKEIKSKMNIDVIVGNVVTEEATKELIENGADGIKVGIGPGSICTTRIVAGVGVPQITAIEKCSSVASKFGIPIIADGGIRYSGDIGKALAVGASSVMIGSILAGTEESPGEKELIGDTVYKYYRGMGSVGAMKSGSGDRYFQEKRPENKMVPEGIEGRVKYKGEMEGVVYQLVGGLRSCMGYLGSASIEELWKKSSYVEITTSGLRESHVHDVEIVKEVMNYSK. The pIC50 is 7.2. (2) The compound is Nc1nc2sc3cccc(CNc4ccc(C(=O)N[C@@H](CCC(=O)O)C(=O)O)cc4)c3c2c(=O)[nH]1. The target protein sequence is MSLLLNREHTNGQVTNASYAKVIETVLKSGVQADDRTGTGTLSTCYVPSYYMLTGGTVPLISGKAVNLKPLLVELEWYLKGTGNIQFLKDNGVKIWDAWADENGDLGPVYGKQWRRWEDTRIVSHSEYLSKIATFRERGYKVEGYLGISEDRVVLSREIDQLQRIVDTLRTNPTDRRIMLNAWNVGELEDMKLPPCHFVFSLWSRELDFETRLTMATDIGLQHSRLGYESIYTKMLYDLEMDGSVTEAELDELGIPKRILNSCLVQRSVDTFVGMPFNIAGYGILTHFLAKITGHMAGAFVHFGFDVHLYNNHMEGVCELMKRQAPEHSDPVVIFPHEWSELDDFKWDEVLILGYDPLPWIKVPVAV. The pIC50 is 7.8. (3) The drug is CN1CCN(c2cc(C(=O)Nc3cccc(Nc4ccc5c(c4)NC(=O)/C5=C\c4ccc[nH]4)c3)cc(C(F)(F)F)c2)CC1. The target protein (Q9WTU6) has sequence MSDSKSDGQFYSVQVADSTFTVLKRYQQLKPIGSGAQGIVCAAFDTVLGINVAVKKLSRPFQNQTHAKRAYRELVLLKCVNHKNIISLLNVFTPQKTLEEFQDVYLVMELMDANLCQVIHMELDHERMSYLLYQMLCGIKHLHSAGIIHRDLKPSNIVVKSDCTLKILDFGLARTACTNFMMTPYVVTRYYRAPEVILGMGYKENVDIWSVGCIMAEMVLHKVLFPGRDYIDQWNKVIEQLGTPSAEFMKKLQPTVRNYVENRPKYPGIKFEELFPDWIFPSESERDKIKTSQARDLLSKMLVIDPDKRISVDEALRHPYITVWYDPAEAEAPPPQIYDAQLEEREHAIEEWKELIYKEVMDWEERSKNGVKDQPSDAAVSSKATPSQSSSINDISSMSTEHTLASDTDSSLDASTGPLEGCR. The pIC50 is 5.3. (4) The small molecule is Cc1cc(N2CC[C@H](N3CCC[C@@H]3C)C2)ccc1NC(=O)c1c(C)noc1C. The target protein (Q9TSZ3) has sequence MPVRRGHVAPQNTFLDTIIRKFEGQSRKFIIANARVENCAVIYCNDGFCELCGYSRAEVMQRPCTCDFLHGPRTQRRAAAQIAQALLGAEERKVEIAFYRKDGSCFLCLVDVVPVKNEDGAVIMFILNFEVVMEKDMVGSPTHDTNHRGPPTSWLAPGRAKTFRLKLPALLALTTRESSARPGGVGSAGAPGAVVVDVDLSPAVPSRESLALDEVTAMDNHVAGLGPMEEQRALVGSSSPPAGAPEPLPSPRAHSLNPDASGSSCSLARTRSRESCASVRRASSADDIEAMRAGLPPPPRHASTGAMHPLRGGLLNSTSDSDLVRYRTISKIPQITLNFVDLKGDPFLASPTSDREIIAPKIKERTHNVTEKVTQVLSLGADVLPEYKLQAPRIHRWTILHYSPFKAVWDWLILLLVIYTAVFTPYSAAFLLKETEEGPPAPDCGYACQPLAVVDFIVDIMFIVDILINFRTTYVNANEEVVSHPGRIAVHYFKGWFLID.... The pIC50 is 4.4. (5) The compound is O=C1c2cc(CO)cc(O)c2C(=O)c2c1ccc(C1(C3O[C@H](CO)[C@@H](O)[C@H](O)[C@H]3O)c3cccc(O)c3C(=O)c3c(O)cc(CO)cc31)c2O. The target protein (P11884) has sequence MLRAALSTARRGPRLSRLLSAAATSAVPAPNQQPEVFCNQIFINNEWHDAVSKKTFPTVNPSTGEVICQVAEGNKEDVDKAVKAAQAAFQLGSPWRRMDASDRGRLLYRLADLIERDRTYLAALETLDNGKPYVISYLVDLDMVLKCLRYYAGWADKYHGKTIPIDGDFFSYTRHEPVGVCGQIIPWNFPLLMQAWKLGPALATGNVVVMKVAEQTPLTALYVANLIKEAGFPPGVVNIVPGFGPTAGAAIASHEDVDKVAFTGSTEVGHLIQVAAGSSNLKRVTLELGGKSPNIIMSDADMDWAVEQAHFALFFNQGQCCCAGSRTFVQEDVYDEFVERSVARAKSRVVGNPFDSRTEQGPQVDETQFKKILGYIKSGQQEGAKLLCGGGAAADRGYFIQPTVFGDVKDGMTIAKEEIFGPVMQILKFKTIEEVVGRANNSKYGLAAAVFTKDLDKANYLSQALQAGTVWINCYDVFGAQSPFGGYKMSGSGRELGEYG.... The pIC50 is 6.4. (6) The small molecule is Cc1ccc(S(=O)(=O)NCCCOc2ccc(COc3cnc(N)nc3N)cc2)cc1. The target protein (P22906) has sequence MSKPNVAIIVAALKPALGIGYKGKMPWRLRKEIRYFKDVTTRTTKPNTRNAVIMGRKTWESIPQKFRPLPDRLNIILSRSYENKIIDDNIIHASSIESSLNLVSDVERVFIIGGAEIYNELINNSLVSHLLITEIEHPSPESIEMDTFLKFPLESWTKQPKSELQKFVGDTVLEDDIKEGDFTYNYTLWTRK. The pIC50 is 6.3.